From a dataset of Full USPTO retrosynthesis dataset with 1.9M reactions from patents (1976-2016). Predict the reactants needed to synthesize the given product. (1) The reactants are: [Cl:1][C:2]1[C:7]2[O:8][C:9]3[CH2:14][CH:13]([CH3:15])[NH:12][CH2:11][C:10]=3[C:6]=2[CH:5]=[C:4]([S:16]([C:19]2[CH:24]=[CH:23][CH:22]=[CH:21][CH:20]=2)(=[O:18])=[O:17])[CH:3]=1.Cl. Given the product [ClH:1].[Cl:1][C:2]1[C:7]2[O:8][C:9]3[CH2:14][CH:13]([CH3:15])[NH:12][CH2:11][C:10]=3[C:6]=2[CH:5]=[C:4]([S:16]([C:19]2[CH:24]=[CH:23][CH:22]=[CH:21][CH:20]=2)(=[O:18])=[O:17])[CH:3]=1, predict the reactants needed to synthesize it. (2) Given the product [NH2:28][C:25]1[CH:24]=[CH:23][C:22]([C:20]([NH:19][C:16]2[CH:17]=[C:18]3[C:13](=[CH:14][CH:15]=2)[NH:12][N:11]=[C:10]3[C:4]2[CH:5]=[CH:6][CH:7]=[CH:8][CH:9]=2)=[O:21])=[CH:27][CH:26]=1, predict the reactants needed to synthesize it. The reactants are: C([C:4]1([C:10]2[C:18]3[C:13](=[CH:14][CH:15]=[C:16]([NH:19][C:20]([C:22]4[CH:27]=[CH:26][C:25]([NH2:28])=[CH:24][CH:23]=4)=[O:21])[CH:17]=3)[NH:12][N:11]=2)[CH:9]=[CH:8][CH:7]=[CH:6][CH2:5]1)(=O)C.Cl.